This data is from Peptide-MHC class II binding affinity with 134,281 pairs from IEDB. The task is: Regression. Given a peptide amino acid sequence and an MHC pseudo amino acid sequence, predict their binding affinity value. This is MHC class II binding data. The peptide sequence is FPEQPEQPYPEQ. The MHC is DRB1_1101 with pseudo-sequence DRB1_1101. The binding affinity (normalized) is 0.